This data is from Catalyst prediction with 721,799 reactions and 888 catalyst types from USPTO. The task is: Predict which catalyst facilitates the given reaction. (1) Reactant: [Cl:1][C:2]1[CH:18]=[C:17]([F:19])[C:5]2[CH2:6][CH2:7][N:8](C(=O)C(F)(F)F)[CH2:9][CH2:10][C:4]=2[C:3]=1[S:20][C:21](=[O:25])[N:22]([CH3:24])[CH3:23].C(=O)([O-])[O-].[K+].[K+].[C:43]([O:42][C:40](O[C:40]([O:42][C:43]([CH3:46])([CH3:45])[CH3:44])=[O:41])=[O:41])([CH3:46])([CH3:45])[CH3:44]. Product: [C:43]([O:42][C:40]([N:8]1[CH2:9][CH2:10][C:4]2[C:3]([S:20][C:21](=[O:25])[N:22]([CH3:23])[CH3:24])=[C:2]([Cl:1])[CH:18]=[C:17]([F:19])[C:5]=2[CH2:6][CH2:7]1)=[O:41])([CH3:44])([CH3:45])[CH3:46]. The catalyst class is: 138. (2) Reactant: Cl[C:2]1[S:6][N:5]=[C:4]([S:7][CH3:8])[N:3]=1.C[Sn](C)(C)[C:11]1[CH:16]=[CH:15][CH:14]=[CH:13][CH:12]=1.[F-].[K+]. Product: [CH3:8][S:7][C:4]1[N:3]=[C:2]([C:11]2[CH:16]=[CH:15][CH:14]=[CH:13][CH:12]=2)[S:6][N:5]=1. The catalyst class is: 11. (3) Reactant: ClC(Cl)(Cl)[C:3]([C:5]1[NH:6][CH:7]=[C:8]([CH3:10])[CH:9]=1)=[O:4].[NH2:13][C:14]1[C:15]([CH3:20])=[CH:16][CH:17]=[CH:18][CH:19]=1.C(N(CC)CC)C. Product: [CH3:10][C:8]1[CH:9]=[C:5]([C:3]([NH:13][C:14]2[CH:19]=[CH:18][CH:17]=[CH:16][C:15]=2[CH3:20])=[O:4])[NH:6][CH:7]=1. The catalyst class is: 81. (4) Reactant: [C:1]1([S:7]([C:10]([C:13]([S:16](F)(=[O:18])=[O:17])([F:15])[F:14])([F:12])[F:11])(=[O:9])=[O:8])[CH:6]=[CH:5][CH:4]=[CH:3][CH:2]=1.[CH2:20]([NH2:27])[C:21]1[CH:26]=[CH:25][CH:24]=[CH:23][CH:22]=1.Cl. Product: [CH2:20]([NH:27][S:16]([C:13]([F:15])([F:14])[C:10]([S:7]([C:1]1[CH:6]=[CH:5][CH:4]=[CH:3][CH:2]=1)(=[O:9])=[O:8])([F:12])[F:11])(=[O:18])=[O:17])[C:21]1[CH:26]=[CH:25][CH:24]=[CH:23][CH:22]=1. The catalyst class is: 26. (5) Reactant: [CH:1]12[CH2:7][CH:4]([CH:5]=[CH:6]1)[C:3](=[O:8])[NH:2]2.N1C=CC=CC=1.[C:15]1([CH2:21][C:22](Cl)=[O:23])[CH:20]=[CH:19][CH:18]=[CH:17][CH:16]=1.O. Product: [C:15]1([CH2:21][C:22]([C:1]23[CH2:7][CH:4]([CH:5]=[CH:6]2)[C:3](=[O:8])[NH:2]3)=[O:23])[CH:20]=[CH:19][CH:18]=[CH:17][CH:16]=1. The catalyst class is: 10.